Dataset: Full USPTO retrosynthesis dataset with 1.9M reactions from patents (1976-2016). Task: Predict the reactants needed to synthesize the given product. (1) Given the product [CH2:1]([N:8]1[CH2:14][CH2:15][N:16]([C:17]2[N:18]=[N:19][C:20]([C:25]3[CH:30]=[CH:29][C:28]([F:31])=[CH:27][CH:26]=3)=[C:21]([CH3:24])[C:22]=2[CH3:23])[CH:10]([CH3:11])[C:9]1=[O:13])[C:2]1[CH:7]=[CH:6][CH:5]=[CH:4][CH:3]=1, predict the reactants needed to synthesize it. The reactants are: [CH2:1]([N:8]([CH2:14][CH2:15][NH:16][C:17]1[N:18]=[N:19][C:20]([C:25]2[CH:30]=[CH:29][C:28]([F:31])=[CH:27][CH:26]=2)=[C:21]([CH3:24])[C:22]=1[CH3:23])[C:9](=[O:13])[C@H:10](Cl)[CH3:11])[C:2]1[CH:7]=[CH:6][CH:5]=[CH:4][CH:3]=1.[H-].[Na+]. (2) Given the product [NH2:1][C:4]1[CH:5]=[C:6]([C:14]2[CH:23]=[CH:22][C:17]([NH2:18])=[C:16]([NH2:24])[CH:15]=2)[CH:7]=[CH:8][C:9]=1[NH2:10], predict the reactants needed to synthesize it. The reactants are: [N+:1]([C:4]1[CH:5]=[C:6]([C:14]2[CH:23]=[CH:22][C:17]([NH:18]C(=O)C)=[C:16]([N+:24]([O-])=O)[CH:15]=2)[CH:7]=[CH:8][C:9]=1[NH:10]C(=O)C)([O-])=O.[N+]([O-])(O)=O. (3) Given the product [Br:19][C:7]1[CH:6]=[C:5]([S:8]([CH2:11][CH2:12][CH3:13])(=[O:10])=[O:9])[CH:4]=[CH:3][C:2]=1[F:1], predict the reactants needed to synthesize it. The reactants are: [F:1][C:2]1[CH:7]=[CH:6][C:5]([S:8]([CH2:11][CH2:12][CH3:13])(=[O:10])=[O:9])=[CH:4][CH:3]=1.S(=O)(=O)(O)O.[Br:19]N1C(=O)CCC1=O. (4) The reactants are: [Cl:1][C:2]1[CH:10]=[C:9]2[C:5]([C:6]([C:11]([N:13]3[CH2:18][CH2:17][N:16]([C:19]4[CH:24]=[CH:23][CH:22]=[CH:21][C:20]=4[O:25][CH3:26])[CH2:15][CH2:14]3)=[O:12])=[CH:7][NH:8]2)=[CH:4][CH:3]=1.Cl[CH2:28][C:29]([N:31]1[CH2:36][CH2:35][N:34]([CH3:37])[CH2:33][CH2:32]1)=[O:30]. Given the product [Cl:1][C:2]1[CH:10]=[C:9]2[C:5]([C:6]([C:11]([N:13]3[CH2:18][CH2:17][N:16]([C:19]4[CH:24]=[CH:23][CH:22]=[CH:21][C:20]=4[O:25][CH3:26])[CH2:15][CH2:14]3)=[O:12])=[CH:7][N:8]2[CH2:28][C:29]([N:31]2[CH2:36][CH2:35][N:34]([CH3:37])[CH2:33][CH2:32]2)=[O:30])=[CH:4][CH:3]=1, predict the reactants needed to synthesize it. (5) Given the product [CH3:1][C:2]1[CH:11]=[CH:10][C:9]2[C:4](=[C:5]([C:12]([O:14][CH3:17])=[O:13])[CH:6]=[CH:7][CH:8]=2)[N:3]=1, predict the reactants needed to synthesize it. The reactants are: [CH3:1][C:2]1[CH:11]=[CH:10][C:9]2[C:4](=[C:5]([C:12]([OH:14])=[O:13])[CH:6]=[CH:7][CH:8]=2)[N:3]=1.Cl[Si](C)(C)[CH3:17]. (6) Given the product [F:1][C:2]1[CH:3]=[CH:4][C:5]2[N:6]([C:8]([S:11][CH3:12])=[N:9][C:10]=2[I:19])[CH:7]=1, predict the reactants needed to synthesize it. The reactants are: [F:1][C:2]1[CH:3]=[CH:4][C:5]2[N:6]([C:8]([S:11][CH3:12])=[N:9][CH:10]=2)[CH:7]=1.O.C(=O)(O)[O-].[Na+].[I:19]I. (7) Given the product [CH:8]1([N:11]([CH2:19][CH3:20])[C:12]2[S:13][CH:14]=[C:15]([CH2:17][N:1]([C:2]3[CH:7]=[CH:6][CH:5]=[CH:4][CH:3]=3)[C:37](=[O:38])[C:36]([CH3:41])([CH3:40])[CH3:35])[N:16]=2)[CH2:10][CH2:9]1, predict the reactants needed to synthesize it. The reactants are: [NH2:1][C:2]1[CH:7]=[CH:6][CH:5]=[CH:4][CH:3]=1.[CH:8]1([N:11]([CH2:19][CH3:20])[C:12]2[S:13][CH:14]=[C:15]([CH:17]=O)[N:16]=2)[CH2:10][CH2:9]1.C(O[BH-](OC(=O)C)OC(=O)C)(=O)C.[Na+].[CH3:35][C:36]([CH3:41])([CH3:40])[C:37](Cl)=[O:38].N1C=CC=CC=1. (8) Given the product [CH3:12][C:8]1[C:7]([N+:13]([O-:15])=[O:14])=[C:6]2[C:11](=[CH:10][CH:9]=1)[C:2]([NH:24][C:20]1[CH:21]=[CH:22][CH:23]=[C:18]([C:17]([F:16])([F:25])[F:26])[CH:19]=1)=[N:3][CH:4]=[CH:5]2, predict the reactants needed to synthesize it. The reactants are: Cl[C:2]1[C:11]2[C:6](=[C:7]([N+:13]([O-:15])=[O:14])[C:8]([CH3:12])=[CH:9][CH:10]=2)[CH:5]=[CH:4][N:3]=1.[F:16][C:17]([F:26])([F:25])[C:18]1[CH:19]=[C:20]([NH2:24])[CH:21]=[CH:22][CH:23]=1. (9) Given the product [ClH:69].[S:1]1[C:5]2[CH:6]=[CH:7][CH:8]=[CH:9][C:4]=2[N:3]=[C:2]1[O:10][C:11]1[CH:12]=[CH:13][C:14]([CH2:17][CH2:18][N:19]2[CH2:20][CH2:21][CH:22]([NH2:25])[CH2:23][CH2:24]2)=[CH:15][CH:16]=1.[S:60]1[C:61]2[CH:67]=[CH:66][CH:65]=[CH:64][C:62]=2[N:63]=[C:59]1[O:58][C:55]1[CH:54]=[CH:53][C:52]([CH2:51][CH2:50][N:47]2[CH2:46][CH2:45][CH:44]([NH2:43])[CH2:49][CH2:48]2)=[CH:57][CH:56]=1, predict the reactants needed to synthesize it. The reactants are: [S:1]1[C:5]2[CH:6]=[CH:7][CH:8]=[CH:9][C:4]=2[N:3]=[C:2]1[O:10][C:11]1[CH:16]=[CH:15][C:14]([CH2:17][CH2:18][N:19]2[CH2:24][CH2:23][CH:22]([NH:25]C(=NC#N)OC3C=CC=CC=3)[CH2:21][CH2:20]2)=[CH:13][CH:12]=1.C(OC(=O)[NH:43][CH:44]1[CH2:49][CH2:48][N:47]([CH2:50][CH2:51][C:52]2[CH:57]=[CH:56][C:55]([O:58][C:59]3[S:60][C:61]4[CH:67]=[CH:66][CH:65]=[CH:64][C:62]=4[N:63]=3)=[CH:54][CH:53]=2)[CH2:46][CH2:45]1)(C)(C)C.[ClH:69].S1C2C=CC=CC=2N=C1OC1C=CC(CCN2CCC(N)CC2)=CC=1.